Dataset: Full USPTO retrosynthesis dataset with 1.9M reactions from patents (1976-2016). Task: Predict the reactants needed to synthesize the given product. (1) Given the product [C:1]([O:5][C:6](=[O:31])[CH2:7][C@H:8]([CH2:9][C@H:10]([CH3:15])[CH2:11][CH2:12][CH2:13][CH3:14])[C:16]([OH:17])=[O:32])([CH3:2])([CH3:3])[CH3:4], predict the reactants needed to synthesize it. The reactants are: [C:1]([O:5][C:6](=[O:31])[CH2:7][C@@H:8]([C:16](N1[C@H](C)[C@H](C2C=CC=CC=2)OC1=O)=[O:17])[CH2:9][C@H:10]([CH3:15])[CH2:11][CH2:12][CH2:13][CH3:14])([CH3:4])([CH3:3])[CH3:2].[OH:32]O. (2) Given the product [ClH:45].[N:1]1[CH:6]=[CH:5][N:4]=[CH:3][C:2]=1[C:7]([NH2:9])=[O:8], predict the reactants needed to synthesize it. The reactants are: [N:1]1[CH:6]=[CH:5][N:4]=[CH:3][C:2]=1[C:7]([NH:9]C1C2C(=NC=C(C(F)(F)F)C=2N2CCC[C@@H](NC(=O)OC(C)(C)C)C2)NC=1)=[O:8].C(O)(C(F)(F)F)=O.C(Cl)[Cl:45]. (3) The reactants are: [H-].[Na+].[N+:3]([C:6]1[CH:7]=[N:8][NH:9][CH:10]=1)([O-:5])=[O:4].[CH:11]1([S:14](Cl)(=[O:16])=[O:15])[CH2:13][CH2:12]1. Given the product [CH:11]1([S:14]([N:8]2[CH:7]=[C:6]([N+:3]([O-:5])=[O:4])[CH:10]=[N:9]2)(=[O:16])=[O:15])[CH2:13][CH2:12]1, predict the reactants needed to synthesize it. (4) Given the product [OH:21][NH:24][C:1]([C:3]1[CH:11]=[CH:10][C:9]2[NH:8][C:7]3[CH:12]([CH2:15][C:16]([OH:18])=[O:17])[CH2:13][CH2:14][C:6]=3[C:5]=2[CH:4]=1)=[NH:2], predict the reactants needed to synthesize it. The reactants are: [C:1]([C:3]1[CH:11]=[CH:10][C:9]2[NH:8][C:7]3[CH:12]([CH2:15][C:16]([O:18]CC)=[O:17])[CH2:13][CH2:14][C:6]=3[C:5]=2[CH:4]=1)#[N:2].[OH-:21].[Na+].Cl.[NH2:24]O. (5) Given the product [CH3:20][O:19][C:16]1[CH:17]=[CH:18][C:13]([C:7]2[C:8](=[O:12])[O:9][C:10]3[C:5]([C:6]=2[CH3:21])=[CH:4][CH:3]=[C:2]([O:1][C:33]([N:23]2[C:32]4[C:27](=[CH:28][CH:29]=[CH:30][CH:31]=4)[CH2:26][CH2:25][CH2:24]2)=[O:34])[CH:11]=3)=[CH:14][CH:15]=1, predict the reactants needed to synthesize it. The reactants are: [OH:1][C:2]1[CH:11]=[C:10]2[C:5]([C:6]([CH3:21])=[C:7]([C:13]3[CH:18]=[CH:17][C:16]([O:19][CH3:20])=[CH:15][CH:14]=3)[C:8](=[O:12])[O:9]2)=[CH:4][CH:3]=1.[I-].[N:23]1([C:33](N2C=C[N+](C)=C2)=[O:34])[C:32]2[C:27](=[CH:28][CH:29]=[CH:30][CH:31]=2)[CH2:26][CH2:25][CH2:24]1. (6) Given the product [CH:11]1[C:20]2[C:15](=[C:16]([CH2:21][C:22]([NH:1][C:2]3[S:6][CH:5]=[N:4][C:3]=3[C:7]([O:9][CH3:10])=[O:8])=[O:23])[CH:17]=[CH:18][CH:19]=2)[CH:14]=[CH:13][N:12]=1, predict the reactants needed to synthesize it. The reactants are: [NH2:1][C:2]1[S:6][CH:5]=[N:4][C:3]=1[C:7]([O:9][CH3:10])=[O:8].[CH:11]1[C:20]2[C:15](=[C:16]([CH2:21][C:22](O)=[O:23])[CH:17]=[CH:18][CH:19]=2)[CH:14]=[CH:13][N:12]=1. (7) The reactants are: [N:1]1[CH:6]=[CH:5][CH:4]=[C:3]([CH2:7]O)[CH:2]=1.[BrH:9]. Given the product [BrH:9].[Br:9][CH2:7][C:3]1[CH:2]=[N:1][CH:6]=[CH:5][CH:4]=1, predict the reactants needed to synthesize it.